Dataset: Forward reaction prediction with 1.9M reactions from USPTO patents (1976-2016). Task: Predict the product of the given reaction. Given the reactants [Cl:1][C:2]1[CH:7]=[CH:6][CH:5]=[C:4]([Cl:8])[C:3]=1[N:9]1[C:13]([C:14]2[S:18][C:17]([NH2:19])=[N:16][CH:15]=2)=[CH:12][CH:11]=[N:10]1.CN1CCOCC1.[C:27](Cl)(=[O:31])[CH2:28][CH2:29][CH3:30], predict the reaction product. The product is: [Cl:1][C:2]1[CH:7]=[CH:6][CH:5]=[C:4]([Cl:8])[C:3]=1[N:9]1[C:13]([C:14]2[S:18][C:17]([NH:19][C:27](=[O:31])[CH2:28][CH2:29][CH3:30])=[N:16][CH:15]=2)=[CH:12][CH:11]=[N:10]1.